From a dataset of Catalyst prediction with 721,799 reactions and 888 catalyst types from USPTO. Predict which catalyst facilitates the given reaction. (1) Reactant: C(O)C.[ClH:4].[NH2:5][C:6]1[C:11]([C:12]2[CH:17]=[CH:16][C:15]([NH:18][C:19]([C:21]3[C:26](=[O:27])[C:25]([C:28]4[CH:33]=[CH:32][C:31]([F:34])=[CH:30][CH:29]=4)=[CH:24][N:23]([CH2:35][C:36]([F:39])([F:38])[F:37])[CH:22]=3)=[O:20])=[CH:14][CH:13]=2)=[CH:10][C:9]([C:40]2[CH:45]=[CH:44][C:43]([O:46][CH3:47])=[C:42]([O:48][CH3:49])[CH:41]=2)=[CH:8][N:7]=1. The catalyst class is: 6. Product: [ClH:4].[NH2:5][C:6]1[C:11]([C:12]2[CH:13]=[CH:14][C:15]([NH:18][C:19]([C:21]3[C:26](=[O:27])[C:25]([C:28]4[CH:29]=[CH:30][C:31]([F:34])=[CH:32][CH:33]=4)=[CH:24][N:23]([CH2:35][C:36]([F:37])([F:38])[F:39])[CH:22]=3)=[O:20])=[CH:16][CH:17]=2)=[CH:10][C:9]([C:40]2[CH:45]=[CH:44][C:43]([O:46][CH3:47])=[C:42]([O:48][CH3:49])[CH:41]=2)=[CH:8][N:7]=1. (2) Reactant: [C:1]1([P:7]([C:14]2[CH:19]=[CH:18][CH:17]=[CH:16][CH:15]=2)[C:8]2[CH:13]=[CH:12][CH:11]=[CH:10][CH:9]=2)[CH:6]=[CH:5][CH:4]=[CH:3][CH:2]=1.Cl[CH2:21][C:22](=[O:29])[CH2:23][C:24]([O:26][CH2:27][CH3:28])=[O:25]. Product: [O:29]=[C:22]([CH:21]=[P:7]([C:1]1[CH:2]=[CH:3][CH:4]=[CH:5][CH:6]=1)([C:8]1[CH:13]=[CH:12][CH:11]=[CH:10][CH:9]=1)[C:14]1[CH:15]=[CH:16][CH:17]=[CH:18][CH:19]=1)[CH2:23][C:24]([O:26][CH2:27][CH3:28])=[O:25]. The catalyst class is: 20. (3) Reactant: [Br:1][C:2]1[CH:7]=[CH:6][C:5]([CH:8]([OH:13])[C:9]([F:12])([F:11])[F:10])=[C:4]([F:14])[CH:3]=1.I(C1C=CC=CC=1C(O)=O)(=O)=O. Product: [Br:1][C:2]1[CH:7]=[CH:6][C:5]([C:8](=[O:13])[C:9]([F:12])([F:11])[F:10])=[C:4]([F:14])[CH:3]=1. The catalyst class is: 13. (4) Reactant: [Br:1][C:2]1[CH:3]=[CH:4][C:5]([O:12][CH3:13])=[C:6]([S:8](Cl)(=[O:10])=[O:9])[CH:7]=1.[NH2:14][C:15]([CH3:19])([CH3:18])[CH2:16][OH:17].C(N(CC)CC)C. Product: [Br:1][C:2]1[CH:3]=[CH:4][C:5]([O:12][CH3:13])=[C:6]([S:8]([NH:14][C:15]([CH3:19])([CH3:18])[CH2:16][OH:17])(=[O:10])=[O:9])[CH:7]=1. The catalyst class is: 2.